Dataset: Forward reaction prediction with 1.9M reactions from USPTO patents (1976-2016). Task: Predict the product of the given reaction. (1) Given the reactants Cl[C:2]1[N:6]([CH3:7])[N:5]=[C:4]([C:8]([F:11])([F:10])[F:9])[C:3]=1[CH:12]=[O:13].[Cl:14][C:15]1[CH:16]=[C:17]([OH:22])[CH:18]=[CH:19][C:20]=1[Cl:21].C(=O)([O-])[O-:24].[K+].[K+], predict the reaction product. The product is: [Cl:14][C:15]1[CH:16]=[C:17]([CH:18]=[CH:19][C:20]=1[Cl:21])[O:22][C:2]1[N:6]([CH3:7])[N:5]=[C:4]([C:8]([F:11])([F:10])[F:9])[C:3]=1[C:12]([OH:13])=[O:24]. (2) Given the reactants [N+:1]([C:4]1[CH:9]=[CH:8][CH:7]=[CH:6][C:5]=1[NH:10][CH2:11][CH2:12][C:13]([O:15][CH3:16])=[O:14])([O-])=O, predict the reaction product. The product is: [NH2:1][C:4]1[CH:9]=[CH:8][CH:7]=[CH:6][C:5]=1[NH:10][CH2:11][CH2:12][C:13]([O:15][CH3:16])=[O:14]. (3) The product is: [Cl:30][CH2:29][CH2:28][CH2:27][CH2:26][CH2:25][CH:13]1[CH2:12][C:11]2[C:14]1=[CH:15][CH:16]=[C:9]([Si:8]([CH3:18])([CH3:17])[CH3:7])[CH:10]=2. Given the reactants CC(C)([O-])C.[K+].[CH3:7][Si:8]([CH3:18])([CH3:17])[C:9]1[CH:10]=[C:11]2[C:14](=[CH:15][CH:16]=1)[CH2:13][CH2:12]2.[Li]CCCC.Br[CH2:25][CH2:26][CH2:27][CH2:28][CH2:29][Cl:30], predict the reaction product. (4) The product is: [F:15][C:4]([F:14])([F:3])[C:5]1[N:10]=[CH:9][C:8]([C:11]2([C:12]#[N:13])[CH2:19][CH2:18][CH2:17]2)=[CH:7][CH:6]=1. Given the reactants [H-].[Na+].[F:3][C:4]([F:15])([F:14])[C:5]1[N:10]=[CH:9][C:8]([CH2:11][C:12]#[N:13])=[CH:7][CH:6]=1.Br[CH2:17][CH2:18][CH2:19]Br.O, predict the reaction product. (5) Given the reactants B(F)(F)F.CCOCC.[OH:10][C:11]1[C:20]([CH3:21])=[C:19]2[C:14]([CH:15]=[C:16]([NH:23][C:24](=[O:33])[O:25][CH2:26][C:27]3[CH:32]=[CH:31][CH:30]=[CH:29][CH:28]=3)[C:17](=[O:22])[O:18]2)=[CH:13][C:12]=1[O:34][CH:35]([CH3:37])[CH3:36].[CH3:38][O:39][C@H:40]1[C:45]([CH3:47])([CH3:46])[O:44][C@H:43](N=C([O-])C(Cl)(Cl)Cl)[C@@H:42]2[O:55][C:56](=[O:58])[O:57][C@H:41]12.C(N(CC)CC)C, predict the reaction product. The product is: [CH:35]([O:34][C:12]1[CH:13]=[C:14]2[C:19](=[C:20]([CH3:21])[C:11]=1[O:10][C@H:43]1[C@@H:42]3[O:55][C:56](=[O:58])[O:57][C@@H:41]3[C@@H:40]([O:39][CH3:38])[C:45]([CH3:47])([CH3:46])[O:44]1)[O:18][C:17](=[O:22])[C:16]([NH:23][C:24](=[O:33])[O:25][CH2:26][C:27]1[CH:32]=[CH:31][CH:30]=[CH:29][CH:28]=1)=[CH:15]2)([CH3:37])[CH3:36].